This data is from Forward reaction prediction with 1.9M reactions from USPTO patents (1976-2016). The task is: Predict the product of the given reaction. (1) Given the reactants C([O:3][C:4](=[O:19])[C:5]1[CH:10]=[C:9]([C:11]([CH3:14])([CH3:13])[CH3:12])[N:8]=C(C#N)[C:6]=1[O:17][CH3:18])C.[OH-:20].[Na+].[CH2:22]([OH:24])[CH3:23], predict the reaction product. The product is: [C:11]([C:9]1[N:8]=[C:23]([C:22]([OH:20])=[O:24])[C:6]([O:17][CH3:18])=[C:5]([C:4]([OH:3])=[O:19])[CH:10]=1)([CH3:14])([CH3:13])[CH3:12]. (2) Given the reactants Cl[C:2]1[N:11]=[CH:10][C:9]2[N:8]([CH2:12][C:13]3[CH:18]=[CH:17][C:16]([S:19]([CH3:22])(=[O:21])=[O:20])=[CH:15][CH:14]=3)[CH2:7][CH:6]3[CH2:23][O:24][CH2:25][CH2:26][N:5]3[C:4]=2[N:3]=1.C([N:30]1[C:34]2=[CH:35][N:36]=[CH:37][C:38](B(O)O)=[C:33]2[CH:32]=[CH:31]1)(=O)C, predict the reaction product. The product is: [CH3:22][S:19]([C:16]1[CH:17]=[CH:18][C:13]([CH2:12][N:8]2[CH2:7][CH:6]3[CH2:23][O:24][CH2:25][CH2:26][N:5]3[C:4]3[N:3]=[C:2]([C:38]4[CH:37]=[N:36][CH:35]=[C:34]5[NH:30][CH:31]=[CH:32][C:33]=45)[N:11]=[CH:10][C:9]2=3)=[CH:14][CH:15]=1)(=[O:21])=[O:20].